Task: Predict the reactants needed to synthesize the given product.. Dataset: Full USPTO retrosynthesis dataset with 1.9M reactions from patents (1976-2016) (1) Given the product [Br:1][C:2]1[CH:17]=[C:6]([C:7]2[N:8]=[C:9]3[CH:14]=[CH:13][C:12]([CH3:15])=[CH:11][N:10]3[N:16]=2)[CH:5]=[N:4][CH:3]=1, predict the reactants needed to synthesize it. The reactants are: [Br:1][C:2]1[CH:3]=[N:4][CH:5]=[C:6]([CH:17]=1)[C:7](=[NH:16])[NH:8][C:9]1[CH:14]=[CH:13][C:12]([CH3:15])=[CH:11][N:10]=1. (2) Given the product [F:50][C:45]1[CH:46]=[CH:47][CH:48]=[CH:49][C:44]=1[CH2:43][CH:21]([CH:16]1[CH2:17][C:22]2[C:23](=[CH:24][CH:25]=[CH:26][CH:27]=2)[CH2:28]1)[C:20](=[O:52])[CH2:19][N:4]1[CH2:5][CH2:6][CH2:7][CH:2]([CH3:1])[CH:3]1[C:8]1[CH:13]=[CH:12][CH:11]=[CH:10][C:9]=1[CH3:14], predict the reactants needed to synthesize it. The reactants are: [CH3:1][CH:2]1[CH2:7][CH2:6][CH2:5][NH:4][CH:3]1[C:8]1[CH:13]=[CH:12][CH:11]=[CH:10][C:9]=1[CH3:14].C[CH:16]1[CH2:21][CH2:20][CH2:19]N[CH:17]1[CH:22]1[CH2:27][CH2:26][CH2:25][CH2:24][CH:23]1[CH3:28].ClCC(N([CH2:43][C:44]1[CH:49]=[CH:48][CH:47]=[CH:46][C:45]=1[F:50])C1CC2C(=CC=CC=2)C1)=O.C(=O)([O-])[O-:52].[K+].[K+]. (3) Given the product [CH3:1][S:2]([O:18][CH2:17][CH:14]1[O:13][C:10]2=[N:11][CH:12]=[C:7]([CH3:6])[CH:8]=[C:9]2[O:16][CH2:15]1)(=[O:4])=[O:3], predict the reactants needed to synthesize it. The reactants are: [CH3:1][S:2](Cl)(=[O:4])=[O:3].[CH3:6][C:7]1[CH:8]=[C:9]2[O:16][CH2:15][CH:14]([CH2:17][OH:18])[O:13][C:10]2=[N:11][CH:12]=1.C(N(CC)CC)C.O. (4) Given the product [Cl:23][C:24]1[N:29]=[C:28]([N:30]2[CH2:35][CH2:34][N:33]([C:11]([C:10]3[CH:9]=[C:8]([CH:16]=[CH:15][CH:14]=3)[CH:7]=[C:6]3[S:5][C:4]([N:17]4[CH2:22][CH2:21][S:20][CH2:19][CH2:18]4)=[N:3][C:2]3=[O:1])=[O:12])[CH2:32][CH2:31]2)[CH:27]=[CH:26][CH:25]=1, predict the reactants needed to synthesize it. The reactants are: [O:1]=[C:2]1[C:6](=[CH:7][C:8]2[CH:9]=[C:10]([CH:14]=[CH:15][CH:16]=2)[C:11](O)=[O:12])[S:5][C:4]([N:17]2[CH2:22][CH2:21][S:20][CH2:19][CH2:18]2)=[N:3]1.[Cl:23][C:24]1[N:29]=[C:28]([N:30]2[CH2:35][CH2:34][NH:33][CH2:32][CH2:31]2)[CH:27]=[CH:26][CH:25]=1.CN(C(ON1N=NC2C=CC=CC1=2)=[N+](C)C)C.[B-](F)(F)(F)F.C1C=CC2N(O)N=NC=2C=1.C(N(C(C)C)CC)(C)C. (5) Given the product [CH2:1]([O:8][CH:9]1[C:13](=[O:14])[CH2:12][N:11]([C:15]([O:17][C:18]([CH3:21])([CH3:20])[CH3:19])=[O:16])[CH2:10]1)[C:2]1[CH:3]=[CH:4][CH:5]=[CH:6][CH:7]=1, predict the reactants needed to synthesize it. The reactants are: [CH2:1]([O:8][C@H:9]1[C@H:13]([OH:14])[CH2:12][N:11]([C:15]([O:17][C:18]([CH3:21])([CH3:20])[CH3:19])=[O:16])[CH2:10]1)[C:2]1[CH:7]=[CH:6][CH:5]=[CH:4][CH:3]=1.CC(OI1(OC(C)=O)(OC(C)=O)OC(=O)C2C=CC=CC1=2)=O. (6) Given the product [F:4][C:5]1[C:31]([F:32])=[CH:30][CH:29]=[CH:28][C:6]=1[CH2:7][S:8][C:9]1[N:14]=[C:13]([NH:15][S:16]([N:19]2[CH2:20][CH2:21][CH:22]([NH:3][CH2:1][CH3:2])[CH2:23][CH2:24]2)(=[O:17])=[O:18])[CH:12]=[C:11]([O:26][CH3:27])[N:10]=1, predict the reactants needed to synthesize it. The reactants are: [CH2:1]([NH2:3])[CH3:2].[F:4][C:5]1[C:31]([F:32])=[CH:30][CH:29]=[CH:28][C:6]=1[CH2:7][S:8][C:9]1[N:14]=[C:13]([NH:15][S:16]([N:19]2[CH2:24][CH2:23][C:22](=O)[CH2:21][CH2:20]2)(=[O:18])=[O:17])[CH:12]=[C:11]([O:26][CH3:27])[N:10]=1.C(O[BH-](OC(=O)C)OC(=O)C)(=O)C.[Na+].[OH-].[Na+].Cl. (7) Given the product [CH3:1][NH:2][CH2:9][C:6]1[S:7][CH:8]=[C:4]([CH3:3])[N:5]=1, predict the reactants needed to synthesize it. The reactants are: [CH3:1][NH2:2].[CH3:3][C:4]1[N:5]=[C:6]([CH:9]=O)[S:7][CH:8]=1.[BH4-].[Na+]. (8) Given the product [OH:17][CH2:16][CH2:15][NH:20][CH2:21][C:22]([N:11]1[CH2:10][CH2:9][S:8][C:7]2[CH:12]=[CH:13][C:4]([N+:1]([O-:3])=[O:2])=[CH:5][C:6]1=2)=[O:23], predict the reactants needed to synthesize it. The reactants are: [N+:1]([C:4]1[CH:13]=[CH:12][C:7]2[S:8][CH2:9][CH2:10][NH:11][C:6]=2[CH:5]=1)([O-:3])=[O:2].Cl[CH2:15][C:16](Cl)=[O:17].Cl.[NH2:20][CH2:21][CH2:22][OH:23]. (9) Given the product [N:28]1[N:27]([C:31]2[S:32][CH:33]=[CH:34][C:35]=2[C:36]([N:7]2[C@H:2]([CH3:1])[CH2:3][CH2:4][C@@H:5]([NH:8][C:9]3[C:14]([O:15][CH3:16])=[C:13]([CH:12]=[CH:11][N:10]=3)[C:17]#[N:18])[CH2:6]2)=[O:37])[N:26]=[CH:30][CH:29]=1, predict the reactants needed to synthesize it. The reactants are: [CH3:1][C@H:2]1[NH:7][CH2:6][C@H:5]([NH:8][C:9]2[C:14]([O:15][CH3:16])=[C:13]([C:17]#[N:18])[CH:12]=[CH:11][N:10]=2)[CH2:4][CH2:3]1.C(N(CC)CC)C.[N:26]1[N:27]([C:31]2[S:32][CH:33]=[CH:34][C:35]=2[C:36](Cl)=[O:37])[N:28]=[CH:29][CH:30]=1. (10) Given the product [OH:19][C:15]1[CH:14]=[C:13]([C:7]2[CH:6]=[C:5]3[C:10]([CH:11]=[CH:12][C:3]([OH:2])=[CH:4]3)=[CH:9][CH:8]=2)[CH:18]=[CH:17][CH:16]=1, predict the reactants needed to synthesize it. The reactants are: C[O:2][C:3]1[CH:12]=[CH:11][C:10]2[C:5](=[CH:6][C:7]([C:13]3[CH:18]=[CH:17][CH:16]=[C:15]([O:19]C)[CH:14]=3)=[CH:8][CH:9]=2)[CH:4]=1.Cl.[NH+]1C=CC=CC=1.